This data is from Drug-target binding data from BindingDB using Ki measurements. The task is: Regression. Given a target protein amino acid sequence and a drug SMILES string, predict the binding affinity score between them. We predict pKi (pKi = -log10(Ki in M); higher means stronger inhibition). Dataset: bindingdb_ki. (1) The small molecule is CCC(NC(=O)[C@H](CC(C)C)NC(=O)OCc1ccccc1)C(=O)C(=O)NCCCn1cnc2c(N)nc(OC)nc21. The target protein (P43367) has sequence YPNTFWMNPQYLIKLEEEDEDQEDGESGCTFLVGLIQKHRRRQRKMGEDMHTIGFGIYEVPEELTGQTNIHLSKNFFLTHRARERSDTFINLREVLNRFKLPPGEYILVPSTFEPNKDGDFCIRVFSEKKADYQVVDDEIEADLEENDASEDDIDDGFRRLFAQLAGEDAEISAFELQTILRRVLAKRQDIKSDGFSIETCRIMVDMLDSDGSAKLGLKEFYILWTKIQKYQKIYREIDVDRSGTMNSYEMRKALEEAGFKLPCQLHQVIVARFADDQLIIDFDNFVRCLVRLETLFRISKQLDSENTGTIELDLISWLCFSVL. The pKi is 7.1. (2) The compound is O=C(NCC(=O)N1CCC[C@H]1B(O)O)c1ccccc1. The target protein (Q12884) has sequence MKTWVKIVFGVATSAVLALLVMCIVLRPSRVHNSEENTMRALTLKDILNGTFSYKTFFPNWISGQEYLHQSADNNIVLYNIETGQSYTILSNRTMKSVNASNYGLSPDRQFVYLESDYSKLWRYSYTATYYIYDLSNGEFVRGNELPRPIQYLCWSPVGSKLAYVYQNNIYLKQRPGDPPFQITFNGRENKIFNGIPDWVYEEEMLATKYALWWSPNGKFLAYAEFNDTDIPVIAYSYYGDEQYPRTINIPYPKAGAKNPVVRIFIIDTTYPAYVGPQEVPVPAMIASSDYYFSWLTWVTDERVCLQWLKRVQNVSVLSICDFREDWQTWDCPKTQEHIEESRTGWAGGFFVSTPVFSYDAISYYKIFSDKDGYKHIHYIKDTVENAIQITSGKWEAINIFRVTQDSLFYSSNEFEEYPGRRNIYRISIGSYPPSKKCVTCHLRKERCQYYTASFSDYAKYYALVCYGPGIPISTLHDGRTDQEIKILEENKELENALKN.... The pKi is 6.8.